The task is: Predict which catalyst facilitates the given reaction.. This data is from Catalyst prediction with 721,799 reactions and 888 catalyst types from USPTO. (1) Reactant: CC(OC(/N=N/C(OC(C)C)=O)=O)C.C1C=CC(P(C2C=CC=CC=2)C2C=CC=CC=2)=CC=1.[N+:34]([C:37]1[CH:42]=[C:41]([B:43]2[O:47][C:46]([CH3:49])([CH3:48])[C:45]([CH3:51])([CH3:50])[O:44]2)[CH:40]=[CH:39][C:38]=1[OH:52])([O-:36])=[O:35].[CH3:53][N:54]1[CH2:59][CH2:58][CH:57](O)[CH2:56][CH2:55]1. Product: [CH3:53][N:54]1[CH2:59][CH2:58][CH:57]([O:52][C:38]2[CH:39]=[CH:40][C:41]([B:43]3[O:47][C:46]([CH3:48])([CH3:49])[C:45]([CH3:51])([CH3:50])[O:44]3)=[CH:42][C:37]=2[N+:34]([O-:36])=[O:35])[CH2:56][CH2:55]1. The catalyst class is: 2. (2) Reactant: Cl[C:2]1[CH:7]=[C:6]([O:8][C:9]2[CH:10]=[CH:11][C:12]([NH:16][C:17]([N:19]3[CH2:23][CH2:22][N:21]([CH:24]4[CH2:29][CH2:28][O:27][CH2:26][CH2:25]4)[C:20]3=[O:30])=[O:18])=[N:13][C:14]=2[CH3:15])[CH:5]=[CH:4][N:3]=1.CC1(C)C(C)(C)OB([C:39]2[CH:40]=[N:41][NH:42][CH:43]=2)O1.C([O-])([O-])=O.[K+].[K+]. Product: [NH:41]1[CH:40]=[C:39]([C:2]2[CH:7]=[C:6]([O:8][C:9]3[CH:10]=[CH:11][C:12]([NH:16][C:17]([N:19]4[CH2:23][CH2:22][N:21]([CH:24]5[CH2:29][CH2:28][O:27][CH2:26][CH2:25]5)[C:20]4=[O:30])=[O:18])=[N:13][C:14]=3[CH3:15])[CH:5]=[CH:4][N:3]=2)[CH:43]=[N:42]1. The catalyst class is: 70. (3) Reactant: [H-].[Al+3].[Li+].[H-].[H-].[H-].[CH:7]([C:9]1[CH:14]=[CH:13][C:12]([N:15]2[CH2:30][CH2:29][C:17]3([CH2:21][N:20]([C:22](OC(C)(C)C)=O)[CH2:19][CH2:18]3)[CH2:16]2)=[CH:11][CH:10]=1)=[O:8].O.[OH-].[Na+]. Product: [CH3:22][N:20]1[CH2:19][CH2:18][C:17]2([CH2:16][N:15]([C:12]3[CH:13]=[CH:14][C:9]([CH2:7][OH:8])=[CH:10][CH:11]=3)[CH2:30][CH2:29]2)[CH2:21]1. The catalyst class is: 1. (4) Reactant: [OH-].[Na+].[Br:3][C:4]1[N:8]2[CH:9]=[C:10]([C:17]3[CH:21]=[CH:20][O:19][CH:18]=3)[CH:11]=[C:12]([C:13]([F:16])([F:15])[F:14])[C:7]2=[N:6][C:5]=1[C:22]([O:24]C)=[O:23].Cl. Product: [Br:3][C:4]1[N:8]2[CH:9]=[C:10]([C:17]3[CH:21]=[CH:20][O:19][CH:18]=3)[CH:11]=[C:12]([C:13]([F:15])([F:14])[F:16])[C:7]2=[N:6][C:5]=1[C:22]([OH:24])=[O:23]. The catalyst class is: 30. (5) Reactant: [Br:1][C:2]1[CH:15]=[CH:14][C:5]2[C:6](=[O:13])[C:7]([CH3:12])([CH3:11])[S:8](=[O:10])(=[O:9])[C:4]=2[CH:3]=1.[BH4-].[Na+]. Product: [Br:1][C:2]1[CH:15]=[CH:14][C:5]2[CH:6]([OH:13])[C:7]([CH3:11])([CH3:12])[S:8](=[O:9])(=[O:10])[C:4]=2[CH:3]=1. The catalyst class is: 100.